From a dataset of Human liver microsome stability data. Regression/Classification. Given a drug SMILES string, predict its absorption, distribution, metabolism, or excretion properties. Task type varies by dataset: regression for continuous measurements (e.g., permeability, clearance, half-life) or binary classification for categorical outcomes (e.g., BBB penetration, CYP inhibition). Dataset: hlm. The compound is Cc1n[nH]c(-c2ccc(F)c3c(C(=O)C(=O)N4CCN(C(=O)c5ccccc5)CC4)c[nH]c23)n1. The result is 1 (stable in human liver microsomes).